Dataset: Peptide-MHC class I binding affinity with 185,985 pairs from IEDB/IMGT. Task: Regression. Given a peptide amino acid sequence and an MHC pseudo amino acid sequence, predict their binding affinity value. This is MHC class I binding data. (1) The peptide sequence is GLLATNNVFR. The MHC is HLA-A11:01 with pseudo-sequence HLA-A11:01. The binding affinity (normalized) is 0.380. (2) The peptide sequence is RLASTVIYR. The MHC is HLA-A02:19 with pseudo-sequence HLA-A02:19. The binding affinity (normalized) is 0.0847. (3) The peptide sequence is KFGKNHIHR. The MHC is HLA-A11:01 with pseudo-sequence HLA-A11:01. The binding affinity (normalized) is 0.0310. (4) The peptide sequence is AAASSLLYK. The MHC is HLA-A02:03 with pseudo-sequence HLA-A02:03. The binding affinity (normalized) is 0.0314. (5) The peptide sequence is TSADQQSLY. The MHC is SLA-10401 with pseudo-sequence SLA-10401. The binding affinity (normalized) is 0.364. (6) The peptide sequence is GMDPRMCSL. The MHC is HLA-B46:01 with pseudo-sequence HLA-B46:01. The binding affinity (normalized) is 0.0847. (7) The peptide sequence is TPNYMKLLV. The MHC is Patr-B1301 with pseudo-sequence Patr-B1301. The binding affinity (normalized) is 0.573. (8) The peptide sequence is GTVKYPNL. The MHC is H-2-Kb with pseudo-sequence H-2-Kb. The binding affinity (normalized) is 0.629.